This data is from Forward reaction prediction with 1.9M reactions from USPTO patents (1976-2016). The task is: Predict the product of the given reaction. (1) Given the reactants [OH:1][C:2]1[CH:3]=[C:4]([C:8](=[O:11])[CH2:9][CH3:10])[CH:5]=[CH:6][CH:7]=1.C([O-])([O-])=O.[K+].[K+].Br[CH2:19][CH2:20][CH2:21][C:22]([O:24][CH2:25][CH3:26])=[O:23], predict the reaction product. The product is: [C:8]([C:4]1[CH:3]=[C:2]([O:1][CH2:19][CH2:20][CH2:21][C:22]([O:24][CH2:25][CH3:26])=[O:23])[CH:7]=[CH:6][CH:5]=1)(=[O:11])[CH2:9][CH3:10]. (2) Given the reactants [C:1]1([CH2:7][OH:8])[CH:6]=[CH:5][CH:4]=[CH:3][CH:2]=1.C(N(CC)CC)C.[O:16]=[C:17]1CCC(=O)N1OC(=O)ON1C(=O)CCC1=O.[C:34]([O:38][C:39]([N:41]1[CH2:46][CH2:45][CH:44]([C@@H:47]2[NH:51][CH:50]([C:52]([OH:54])=[O:53])[CH2:49][S:48]2)[CH2:43][CH2:42]1)=[O:40])([CH3:37])([CH3:36])[CH3:35], predict the reaction product. The product is: [CH2:7]([O:8][C:17]([N:51]1[CH:50]([C:52]([OH:54])=[O:53])[CH2:49][S:48][C@@H:47]1[CH:44]1[CH2:43][CH2:42][N:41]([C:39]([O:38][C:34]([CH3:37])([CH3:35])[CH3:36])=[O:40])[CH2:46][CH2:45]1)=[O:16])[C:1]1[CH:6]=[CH:5][CH:4]=[CH:3][CH:2]=1.